This data is from Full USPTO retrosynthesis dataset with 1.9M reactions from patents (1976-2016). The task is: Predict the reactants needed to synthesize the given product. Given the product [Cl:4][C:5]1[CH:6]=[C:7]([CH3:29])[C:8]([O:9][C:10]2[N:18]=[C:17]([CH3:19])[CH:16]=[C:15]([NH:20][CH:21]([CH2:22][CH3:23])[CH:24]([OH:25])[CH3:1])[C:11]=2[C:12]([NH2:14])=[O:13])=[C:26]([CH3:28])[CH:27]=1, predict the reactants needed to synthesize it. The reactants are: [CH3:1][Mg+].[Br-].[Cl:4][C:5]1[CH:27]=[C:26]([CH3:28])[C:8]([O:9][C:10]2[N:18]=[C:17]([CH3:19])[CH:16]=[C:15]([NH:20][CH:21]([CH:24]=[O:25])[CH2:22][CH3:23])[C:11]=2[C:12]([NH2:14])=[O:13])=[C:7]([CH3:29])[CH:6]=1.